Dataset: Full USPTO retrosynthesis dataset with 1.9M reactions from patents (1976-2016). Task: Predict the reactants needed to synthesize the given product. (1) Given the product [CH3:1][N:2]([CH3:34])[CH2:3][CH2:4][N:5]1[C:9]2[CH:10]=[CH:11][C:12]([S:14]([C@H:17]3[CH2:21][CH2:20][NH:19][CH2:18]3)(=[O:15])=[O:16])=[CH:13][C:8]=2[N:7]=[C:6]1[CH2:29][C:30]([CH3:32])([CH3:31])[CH3:33], predict the reactants needed to synthesize it. The reactants are: [CH3:1][N:2]([CH3:34])[CH2:3][CH2:4][N:5]1[C:9]2[CH:10]=[CH:11][C:12]([S:14]([C@H:17]3[CH2:21][CH2:20][N:19](C(OC(C)(C)C)=O)[CH2:18]3)(=[O:16])=[O:15])=[CH:13][C:8]=2[N:7]=[C:6]1[CH2:29][C:30]([CH3:33])([CH3:32])[CH3:31].Cl[Si](C)(C)C. (2) Given the product [OH:16][CH2:17][CH2:18][C:4]1[C:3]([O:2][CH3:1])=[CH:8][CH:7]=[CH:6][C:5]=1[NH:9][C:10](=[O:15])[C:11]([CH3:12])([CH3:14])[CH3:13], predict the reactants needed to synthesize it. The reactants are: [CH3:1][O:2][C:3]1[CH:4]=[C:5]([NH:9][C:10](=[O:15])[C:11]([CH3:14])([CH3:13])[CH3:12])[CH:6]=[CH:7][CH:8]=1.[O:16]1[CH2:18][CH2:17]1. (3) Given the product [CH3:1][O:2][C:3](=[O:14])[C:4]1[CH:9]=[C:8]([O:10][CH3:11])[C:7]([Cl:12])=[C:6]([O:25][CH2:24][CH2:23][C:17]2[CH:18]=[CH:19][C:20]([Cl:22])=[CH:21][C:16]=2[Cl:15])[CH:5]=1, predict the reactants needed to synthesize it. The reactants are: [CH3:1][O:2][C:3](=[O:14])[C:4]1[CH:9]=[C:8]([O:10][CH3:11])[C:7]([Cl:12])=[C:6](O)[CH:5]=1.[Cl:15][C:16]1[CH:21]=[C:20]([Cl:22])[CH:19]=[CH:18][C:17]=1[CH2:23][CH2:24][OH:25].C1(P(C2C=CC=CC=2)C2C=CC=CC=2)C=CC=CC=1.CCOC(/N=N/C(OCC)=O)=O.